This data is from Reaction yield outcomes from USPTO patents with 853,638 reactions. The task is: Predict the reaction yield, written as a fraction of the theoretical maximum amount of product (1.0 means a 100% yield; for example, 0.34 means a 34% yield). (1) The reactants are [N:1]1([C:7]2[CH:39]=[CH:38][C:10]([CH2:11][N:12]([C:24](=[O:37])[CH:25]=[CH:26][C:27]3[CH:28]=[N:29][C:30]([C:33]([F:36])([F:35])[F:34])=[CH:31][CH:32]=3)[C@@H:13]([CH2:17][C:18]3[CH:23]=[CH:22][CH:21]=[CH:20][CH:19]=3)[C:14]([OH:16])=O)=[CH:9][CH:8]=2)[CH2:6][CH2:5][O:4][CH2:3][CH2:2]1.CN(C(ON1N=NC2C=CC=CC1=2)=[N+](C)C)C.[B-](F)(F)(F)F.CCN(C(C)C)C(C)C.[Br:71][C:72]1[CH:80]=[CH:79][C:75]([CH2:76][NH:77][CH3:78])=[CH:74][CH:73]=1. The catalyst is CN(C1C=CN=CC=1)C.C(Cl)Cl. The product is [Br:71][C:72]1[CH:80]=[CH:79][C:75]([CH2:76][N:77]([CH3:78])[C:14]([CH:13]([N:12]([CH2:11][C:10]2[CH:9]=[CH:8][C:7]([N:1]3[CH2:6][CH2:5][O:4][CH2:3][CH2:2]3)=[CH:39][CH:38]=2)[C:24](=[O:37])[CH:25]=[CH:26][C:27]2[CH:28]=[N:29][C:30]([C:33]([F:34])([F:36])[F:35])=[CH:31][CH:32]=2)[CH2:17][C:18]2[CH:19]=[CH:20][CH:21]=[CH:22][CH:23]=2)=[O:16])=[CH:74][CH:73]=1. The yield is 0.440. (2) The reactants are C[Si](C=[N+]=[N-])(C)C.[Br:8][C:9]1[CH:14]=[CH:13][C:12]([CH2:15][C:16]([OH:18])=[O:17])=[C:11]([F:19])[CH:10]=1.[CH3:20]O. The catalyst is C1(C)C=CC=CC=1. The product is [Br:8][C:9]1[CH:14]=[CH:13][C:12]([CH2:15][C:16]([O:18][CH3:20])=[O:17])=[C:11]([F:19])[CH:10]=1. The yield is 0.910.